From a dataset of NCI-60 drug combinations with 297,098 pairs across 59 cell lines. Regression. Given two drug SMILES strings and cell line genomic features, predict the synergy score measuring deviation from expected non-interaction effect. (1) Drug 1: CCCCCOC(=O)NC1=NC(=O)N(C=C1F)C2C(C(C(O2)C)O)O. Drug 2: C(CCl)NC(=O)N(CCCl)N=O. Cell line: MOLT-4. Synergy scores: CSS=14.7, Synergy_ZIP=-2.82, Synergy_Bliss=0.566, Synergy_Loewe=2.18, Synergy_HSA=0.726. (2) Drug 1: C1C(C(OC1N2C=NC3=C(N=C(N=C32)Cl)N)CO)O. Drug 2: CC1CCC2CC(C(=CC=CC=CC(CC(C(=O)C(C(C(=CC(C(=O)CC(OC(=O)C3CCCCN3C(=O)C(=O)C1(O2)O)C(C)CC4CCC(C(C4)OC)OCCO)C)C)O)OC)C)C)C)OC. Cell line: HS 578T. Synergy scores: CSS=4.37, Synergy_ZIP=-3.81, Synergy_Bliss=0.666, Synergy_Loewe=-0.905, Synergy_HSA=0.334. (3) Drug 1: CC1C(C(CC(O1)OC2CC(CC3=C2C(=C4C(=C3O)C(=O)C5=C(C4=O)C(=CC=C5)OC)O)(C(=O)CO)O)N)O.Cl. Drug 2: C1C(C(OC1N2C=NC(=NC2=O)N)CO)O. Cell line: IGROV1. Synergy scores: CSS=0.453, Synergy_ZIP=-0.586, Synergy_Bliss=-0.866, Synergy_Loewe=-0.997, Synergy_HSA=-0.779. (4) Drug 1: CC1C(C(CC(O1)OC2CC(CC3=C2C(=C4C(=C3O)C(=O)C5=C(C4=O)C(=CC=C5)OC)O)(C(=O)C)O)N)O.Cl. Drug 2: CC12CCC3C(C1CCC2O)C(CC4=C3C=CC(=C4)O)CCCCCCCCCS(=O)CCCC(C(F)(F)F)(F)F. Cell line: OVCAR-8. Synergy scores: CSS=35.3, Synergy_ZIP=-7.59, Synergy_Bliss=3.29, Synergy_Loewe=-8.10, Synergy_HSA=2.29. (5) Drug 1: CC1CCC2CC(C(=CC=CC=CC(CC(C(=O)C(C(C(=CC(C(=O)CC(OC(=O)C3CCCCN3C(=O)C(=O)C1(O2)O)C(C)CC4CCC(C(C4)OC)O)C)C)O)OC)C)C)C)OC. Drug 2: CC(C)CN1C=NC2=C1C3=CC=CC=C3N=C2N. Cell line: SK-OV-3. Synergy scores: CSS=16.3, Synergy_ZIP=-4.60, Synergy_Bliss=0.402, Synergy_Loewe=-6.76, Synergy_HSA=-0.288. (6) Drug 1: CCN(CC)CCNC(=O)C1=C(NC(=C1C)C=C2C3=C(C=CC(=C3)F)NC2=O)C. Drug 2: C(=O)(N)NO. Cell line: TK-10. Synergy scores: CSS=1.29, Synergy_ZIP=2.30, Synergy_Bliss=4.31, Synergy_Loewe=-0.462, Synergy_HSA=-0.515. (7) Drug 1: CC=C1C(=O)NC(C(=O)OC2CC(=O)NC(C(=O)NC(CSSCCC=C2)C(=O)N1)C(C)C)C(C)C. Drug 2: CC(C)CN1C=NC2=C1C3=CC=CC=C3N=C2N. Cell line: UACC-257. Synergy scores: CSS=65.4, Synergy_ZIP=3.12, Synergy_Bliss=4.33, Synergy_Loewe=-35.6, Synergy_HSA=4.08.